Dataset: Forward reaction prediction with 1.9M reactions from USPTO patents (1976-2016). Task: Predict the product of the given reaction. Given the reactants [I:1][C:2]1[CH:3]=[C:4]2[C:9](=[CH:10][CH:11]=1)[N:8]=[CH:7][C:6]([O:12][CH:13]([O:18][CH3:19])[C:14]([O:16]C)=[O:15])=[CH:5]2.O.[OH-].[Li+], predict the reaction product. The product is: [I:1][C:2]1[CH:3]=[C:4]2[C:9](=[CH:10][CH:11]=1)[N:8]=[CH:7][C:6]([O:12][CH:13]([O:18][CH3:19])[C:14]([OH:16])=[O:15])=[CH:5]2.